This data is from Forward reaction prediction with 1.9M reactions from USPTO patents (1976-2016). The task is: Predict the product of the given reaction. (1) Given the reactants [C:1]1(=[O:14])[C:6]2[NH:7][C:8]3[C:13]([C:5]=2[CH2:4][CH2:3][NH:2]1)=[CH:12][CH:11]=[CH:10][CH:9]=3.I[C:16]1[CH:17]=[N:18][CH:19]=[CH:20][C:21]=1[CH3:22].P([O-])([O-])([O-])=O.[K+].[K+].[K+], predict the reaction product. The product is: [CH3:22][C:21]1[CH:20]=[CH:19][N:18]=[CH:17][C:16]=1[N:2]1[CH2:3][CH2:4][C:5]2[C:13]3[C:8](=[CH:9][CH:10]=[CH:11][CH:12]=3)[NH:7][C:6]=2[C:1]1=[O:14]. (2) Given the reactants [OH:1][C:2]1[C:3]([O:22][CH3:23])=[CH:4][C:5]([C:16]2[N:20]=[C:19]([CH3:21])[O:18][N:17]=2)=[C:6]([C:8]([C:10]2[CH:15]=[CH:14][CH:13]=[CH:12][CH:11]=2)=[O:9])[CH:7]=1.[N+:24]([O-])([OH:26])=[O:25], predict the reaction product. The product is: [OH:1][C:2]1[C:7]([N+:24]([O-:26])=[O:25])=[C:6]([C:8]([C:10]2[CH:11]=[CH:12][CH:13]=[CH:14][CH:15]=2)=[O:9])[C:5]([C:16]2[N:20]=[C:19]([CH3:21])[O:18][N:17]=2)=[CH:4][C:3]=1[O:22][CH3:23].